From a dataset of Peptide-MHC class I binding affinity with 185,985 pairs from IEDB/IMGT. Regression. Given a peptide amino acid sequence and an MHC pseudo amino acid sequence, predict their binding affinity value. This is MHC class I binding data. (1) The peptide sequence is YSQGAFTPL. The MHC is HLA-B07:02 with pseudo-sequence HLA-B07:02. The binding affinity (normalized) is 0.213. (2) The peptide sequence is GTSKIKMKW. The MHC is HLA-B08:01 with pseudo-sequence HLA-B08:01. The binding affinity (normalized) is 0.0847. (3) The peptide sequence is NHYLCLNCL. The MHC is HLA-A80:01 with pseudo-sequence HLA-A80:01. The binding affinity (normalized) is 0.0847.